From a dataset of Full USPTO retrosynthesis dataset with 1.9M reactions from patents (1976-2016). Predict the reactants needed to synthesize the given product. Given the product [NH2:1][C:4]1[CH:9]=[CH:8][C:7]([C@H:10]([NH:12][C:13](=[O:19])[O:14][C:15]([CH3:18])([CH3:17])[CH3:16])[CH3:11])=[CH:6][CH:5]=1, predict the reactants needed to synthesize it. The reactants are: [N+:1]([C:4]1[CH:9]=[CH:8][C:7]([C@H:10]([NH:12][C:13](=[O:19])[O:14][C:15]([CH3:18])([CH3:17])[CH3:16])[CH3:11])=[CH:6][CH:5]=1)([O-])=O.